Dataset: Peptide-MHC class I binding affinity with 185,985 pairs from IEDB/IMGT. Task: Regression. Given a peptide amino acid sequence and an MHC pseudo amino acid sequence, predict their binding affinity value. This is MHC class I binding data. (1) The MHC is HLA-B14:02 with pseudo-sequence HLA-B14:02. The binding affinity (normalized) is 0.213. The peptide sequence is YNYSLTLEW. (2) The peptide sequence is STFATVLEY. The MHC is HLA-B27:05 with pseudo-sequence HLA-B27:05. The binding affinity (normalized) is 0.0847. (3) The peptide sequence is NASPVAQSY. The MHC is HLA-A02:02 with pseudo-sequence HLA-A02:02. The binding affinity (normalized) is 0. (4) The peptide sequence is FPQGKAREF. The MHC is HLA-B58:01 with pseudo-sequence HLA-B58:01. The binding affinity (normalized) is 0.